Regression. Given two drug SMILES strings and cell line genomic features, predict the synergy score measuring deviation from expected non-interaction effect. From a dataset of NCI-60 drug combinations with 297,098 pairs across 59 cell lines. (1) Drug 1: CC1CCC2CC(C(=CC=CC=CC(CC(C(=O)C(C(C(=CC(C(=O)CC(OC(=O)C3CCCCN3C(=O)C(=O)C1(O2)O)C(C)CC4CCC(C(C4)OC)O)C)C)O)OC)C)C)C)OC. Drug 2: CCC1=C2CN3C(=CC4=C(C3=O)COC(=O)C4(CC)O)C2=NC5=C1C=C(C=C5)O. Cell line: T-47D. Synergy scores: CSS=9.29, Synergy_ZIP=0.142, Synergy_Bliss=6.68, Synergy_Loewe=-13.0, Synergy_HSA=0.329. (2) Synergy scores: CSS=5.07, Synergy_ZIP=-0.595, Synergy_Bliss=3.11, Synergy_Loewe=-0.698, Synergy_HSA=0.292. Drug 1: C1CC(C1)(C(=O)O)C(=O)O.[NH2-].[NH2-].[Pt+2]. Drug 2: CN1C(=O)N2C=NC(=C2N=N1)C(=O)N. Cell line: TK-10. (3) Drug 1: CC1CCC2CC(C(=CC=CC=CC(CC(C(=O)C(C(C(=CC(C(=O)CC(OC(=O)C3CCCCN3C(=O)C(=O)C1(O2)O)C(C)CC4CCC(C(C4)OC)OCCO)C)C)O)OC)C)C)C)OC. Drug 2: C1C(C(OC1N2C=NC3=C2NC=NCC3O)CO)O. Cell line: DU-145. Synergy scores: CSS=-0.664, Synergy_ZIP=-1.19, Synergy_Bliss=-1.97, Synergy_Loewe=-0.626, Synergy_HSA=-3.29.